Dataset: Full USPTO retrosynthesis dataset with 1.9M reactions from patents (1976-2016). Task: Predict the reactants needed to synthesize the given product. (1) Given the product [Br:22][C:21]1[CH2:11][C:10]2([CH:7]([CH3:6])[N:8]([C:12]([O:14][C:15]([CH3:17])([CH3:16])[CH3:18])=[O:13])[CH2:9]2)[O:19][N:20]=1, predict the reactants needed to synthesize it. The reactants are: C(=O)([O-])O.[Na+].[CH3:6][CH:7]1[C:10](=[CH2:11])[CH2:9][N:8]1[C:12]([O:14][C:15]([CH3:18])([CH3:17])[CH3:16])=[O:13].[OH:19][N:20]=[C:21](Br)[Br:22].O. (2) Given the product [Cl:14][C:15]1[CH:22]=[CH:21][C:18]([CH:19]=[CH:1][C:2]2[N:11]([CH3:12])[C:10](=[O:13])[C:9]3[C:4](=[CH:5][CH:6]=[CH:7][CH:8]=3)[N:3]=2)=[CH:17][CH:16]=1, predict the reactants needed to synthesize it. The reactants are: [CH3:1][C:2]1[N:11]([CH3:12])[C:10](=[O:13])[C:9]2[C:4](=[CH:5][CH:6]=[CH:7][CH:8]=2)[N:3]=1.[Cl:14][C:15]1[CH:22]=[CH:21][C:18]([CH:19]=O)=[CH:17][CH:16]=1. (3) Given the product [ClH:19].[CH3:40][N:25]1[C:26]([C:29]2[CH:38]=[CH:37][CH:36]=[C:35]3[C:30]=2[CH:31]=[CH:32][C:33]([CH3:39])=[N:34]3)=[N:27][N:28]=[C:24]1[S:23][CH2:22][CH2:21][CH2:20][N:12]1[CH2:11][CH2:10][C:9]2[C:15]3[N:16]=[C:3]([C:2]([F:17])([F:1])[F:18])[O:4][C:5]=3[CH:6]=[CH:7][C:8]=2[CH2:14][CH2:13]1, predict the reactants needed to synthesize it. The reactants are: [F:1][C:2]([F:18])([F:17])[C:3]1[O:4][C:5]2[CH:6]=[CH:7][C:8]3[CH2:14][CH2:13][NH:12][CH2:11][CH2:10][C:9]=3[C:15]=2[N:16]=1.[Cl:19][CH2:20][CH2:21][CH2:22][S:23][C:24]1[N:25]([CH3:40])[C:26]([C:29]2[CH:38]=[CH:37][CH:36]=[C:35]3[C:30]=2[CH:31]=[CH:32][C:33]([CH3:39])=[N:34]3)=[N:27][N:28]=1.